The task is: Predict the product of the given reaction.. This data is from Forward reaction prediction with 1.9M reactions from USPTO patents (1976-2016). (1) Given the reactants [Cl-].[NH4+].O.[CH2:4]([O:6][C:7]([C:9]1[CH:10]=[N:11][N:12]([C:14]2[N:23]([CH2:24][O:25][CH2:26][CH2:27][Si:28]([CH3:31])([CH3:30])[CH3:29])[C:22](=[O:32])[C:21]3[C:16](=[CH:17][CH:18]=[C:19]([N+:33]([O-])=O)[CH:20]=3)[N:15]=2)[CH:13]=1)=[O:8])[CH3:5], predict the reaction product. The product is: [CH2:4]([O:6][C:7]([C:9]1[CH:10]=[N:11][N:12]([C:14]2[N:23]([CH2:24][O:25][CH2:26][CH2:27][Si:28]([CH3:31])([CH3:30])[CH3:29])[C:22](=[O:32])[C:21]3[C:16](=[CH:17][CH:18]=[C:19]([NH2:33])[CH:20]=3)[N:15]=2)[CH:13]=1)=[O:8])[CH3:5]. (2) Given the reactants [CH3:1][CH:2]([NH:9][C:10]1[CH:11]=[C:12]([O:34][CH3:35])[C:13]([O:23][C:24]2[CH:29]=[CH:28][CH:27]=[C:26]([C:30]([F:33])([F:32])[F:31])[CH:25]=2)=[C:14]2[C:19]=1[N:18]=[C:17]([O:20][CH3:21])[CH:16]=[C:15]2[CH3:22])[CH2:3][CH2:4][CH2:5][N+:6]([O-])=O.[H][H].[C:38]([OH:45])(=[O:44])[CH2:39][CH2:40][C:41]([OH:43])=[O:42], predict the reaction product. The product is: [C:38]([OH:45])(=[O:44])[CH2:39][CH2:40][C:41]([OH:43])=[O:42].[NH2:6][CH2:5][CH2:4][CH2:3][CH:2]([NH:9][C:10]1[CH:11]=[C:12]([O:34][CH3:35])[C:13]([O:23][C:24]2[CH:29]=[CH:28][CH:27]=[C:26]([C:30]([F:31])([F:32])[F:33])[CH:25]=2)=[C:14]2[C:19]=1[N:18]=[C:17]([O:20][CH3:21])[CH:16]=[C:15]2[CH3:22])[CH3:1]. (3) Given the reactants Br[C:2]1[CH:7]=[C:6]([Br:8])[N:5]=[C:4]([C:9]#[N:10])[C:3]=1[OH:11].[CH3:12][CH2:13][O-:14].[Na+].CCO.Cl, predict the reaction product. The product is: [Br:8][C:6]1[N:5]=[C:4]([C:9]#[N:10])[C:3]([OH:11])=[C:2]([O:14][CH2:13][CH3:12])[CH:7]=1.